This data is from Reaction yield outcomes from USPTO patents with 853,638 reactions. The task is: Predict the reaction yield, written as a fraction of the theoretical maximum amount of product (1.0 means a 100% yield; for example, 0.34 means a 34% yield). (1) The reactants are [C:1]([NH:4][C:5]1[CH:10]=[CH:9][C:8](/[CH:11]=[CH:12]/[C:13]([OH:15])=O)=[CH:7][CH:6]=1)(=[O:3])[CH3:2].[NH2:16][C:17]1[CH:22]=[C:21]([C:23]#[CH:24])[CH:20]=[CH:19][C:18]=1[NH:25]C(=O)OC(C)(C)C.CN(C(ON1N=NC2C=CC=NC1=2)=[N+](C)C)C.F[P-](F)(F)(F)(F)F.CCN(C(C)C)C(C)C. The catalyst is C1COCC1. The product is [C:1]([NH:4][C:5]1[CH:6]=[CH:7][C:8](/[CH:11]=[CH:12]/[C:13]([NH:16][C:17]2[CH:22]=[C:21]([C:23]#[CH:24])[CH:20]=[CH:19][C:18]=2[NH2:25])=[O:15])=[CH:9][CH:10]=1)(=[O:3])[CH3:2]. The yield is 0.490. (2) The reactants are [CH2:1]([O:3][C:4]1([C:7]2[CH:12]=[CH:11][C:10]([C:13]#[CH:14])=[CH:9][C:8]=2[C:15]([CH3:18])([CH3:17])[CH3:16])[CH2:6][CH2:5]1)[CH3:2].[CH3:19][O:20][C:21](=[O:30])[CH2:22][C:23]1[CH:28]=[CH:27][C:26](I)=[CH:25][CH:24]=1. The catalyst is C(N(CC)CC)C.[Cu]I.Cl[Pd](Cl)([P](C1C=CC=CC=1)(C1C=CC=CC=1)C1C=CC=CC=1)[P](C1C=CC=CC=1)(C1C=CC=CC=1)C1C=CC=CC=1. The product is [CH2:1]([O:3][C:4]1([C:7]2[CH:12]=[CH:11][C:10]([C:13]#[C:14][C:26]3[CH:27]=[CH:28][C:23]([CH2:22][C:21]([O:20][CH3:19])=[O:30])=[CH:24][CH:25]=3)=[CH:9][C:8]=2[C:15]([CH3:17])([CH3:16])[CH3:18])[CH2:6][CH2:5]1)[CH3:2]. The yield is 0.720. (3) The reactants are [CH2:1]([O:3][C:4]([CH:6]1[C:14]2[N:13]=[CH:12][NH:11][C:10]=2[CH2:9][CH2:8][CH2:7]1)=[O:5])[CH3:2].C(N(CC)CC)C.[C:22](Cl)([C:35]1[CH:40]=[CH:39][CH:38]=[CH:37][CH:36]=1)([C:29]1[CH:34]=[CH:33][CH:32]=[CH:31][CH:30]=1)[C:23]1[CH:28]=[CH:27][CH:26]=[CH:25][CH:24]=1. The catalyst is C(#N)C. The product is [CH2:1]([O:3][C:4]([CH:6]1[C:14]2[N:13]=[CH:12][N:11]([C:22]([C:23]3[CH:28]=[CH:27][CH:26]=[CH:25][CH:24]=3)([C:35]3[CH:36]=[CH:37][CH:38]=[CH:39][CH:40]=3)[C:29]3[CH:30]=[CH:31][CH:32]=[CH:33][CH:34]=3)[C:10]=2[CH2:9][CH2:8][CH2:7]1)=[O:5])[CH3:2]. The yield is 0.490.